Dataset: TCR-epitope binding with 47,182 pairs between 192 epitopes and 23,139 TCRs. Task: Binary Classification. Given a T-cell receptor sequence (or CDR3 region) and an epitope sequence, predict whether binding occurs between them. (1) The epitope is YLNTLTLAV. The TCR CDR3 sequence is CASSSGRASGANVLTF. Result: 0 (the TCR does not bind to the epitope). (2) The epitope is MPASWVMRI. The TCR CDR3 sequence is CASSKEGQGEKLFF. Result: 1 (the TCR binds to the epitope). (3) The epitope is LPRRSGAAGA. The TCR CDR3 sequence is CASSSVNEQFF. Result: 1 (the TCR binds to the epitope). (4) The epitope is SSTFNVPMEKLK. The TCR CDR3 sequence is CASSPSGRYEQYF. Result: 1 (the TCR binds to the epitope).